Predict which catalyst facilitates the given reaction. From a dataset of Catalyst prediction with 721,799 reactions and 888 catalyst types from USPTO. Reactant: [H-].[Na+].[C:3]([N:22]1[CH:26]=[C:25]([CH2:27][CH2:28][CH2:29][CH2:30][C:31]2[CH:36]=[CH:35][C:34]([OH:37])=[CH:33][CH:32]=2)[N:24]=[N:23]1)([C:16]1[CH:21]=[CH:20][CH:19]=[CH:18][CH:17]=1)([C:10]1[CH:15]=[CH:14][CH:13]=[CH:12][CH:11]=1)[C:4]1[CH:9]=[CH:8][CH:7]=[CH:6][CH:5]=1.Cl[CH2:39][C:40]1[N:41]=[C:42]([CH:45]=[CH:46][C:47]2[CH:52]=[CH:51][C:50]([S:53]([F:58])([F:57])([F:56])([F:55])[F:54])=[CH:49][CH:48]=2)[O:43][CH:44]=1.O. Product: [F:56][S:53]([F:54])([F:55])([F:57])([F:58])[C:50]1[CH:51]=[CH:52][C:47](/[CH:46]=[CH:45]/[C:42]2[O:43][CH:44]=[C:40]([CH2:39][O:37][C:34]3[CH:33]=[CH:32][C:31]([CH2:30][CH2:29][CH2:28][CH2:27][C:25]4[N:24]=[N:23][N:22]([C:3]([C:4]5[CH:5]=[CH:6][CH:7]=[CH:8][CH:9]=5)([C:16]5[CH:21]=[CH:20][CH:19]=[CH:18][CH:17]=5)[C:10]5[CH:11]=[CH:12][CH:13]=[CH:14][CH:15]=5)[CH:26]=4)=[CH:36][CH:35]=3)[N:41]=2)=[CH:48][CH:49]=1. The catalyst class is: 9.